From a dataset of Reaction yield outcomes from USPTO patents with 853,638 reactions. Predict the reaction yield, written as a fraction of the theoretical maximum amount of product (1.0 means a 100% yield; for example, 0.34 means a 34% yield). (1) The reactants are [NH2:1][C:2]1[C:11]2[C:6](=[C:7](Br)[CH:8]=[CH:9][CH:10]=2)[N:5]=[N:4][C:3]=1[C:13]([NH:15][CH:16]1[CH2:18][CH2:17]1)=[O:14].[CH3:19][O:20][C:21]1[C:26](B(O)O)=[CH:25][CH:24]=[CH:23][N:22]=1. No catalyst specified. The product is [NH2:1][C:2]1[C:11]2[C:6](=[C:7]([C:26]3[C:21]([O:20][CH3:19])=[N:22][CH:23]=[CH:24][CH:25]=3)[CH:8]=[CH:9][CH:10]=2)[N:5]=[N:4][C:3]=1[C:13]([NH:15][CH:16]1[CH2:18][CH2:17]1)=[O:14]. The yield is 0.760. (2) The reactants are O=P(Cl)(Cl)Cl.[CH:6]1([N:12]([CH3:22])[C:13]([NH:15][CH:16]2[CH2:21][CH2:20][CH2:19][CH2:18][CH2:17]2)=O)[CH2:11][CH2:10][CH2:9][CH2:8][CH2:7]1.[CH2:23]([NH:27][CH3:28])[CH2:24][CH2:25][CH3:26].[OH-].[Na+]. The catalyst is C1(C)C=CC=CC=1.O. The product is [CH2:23]([N:27]([CH3:28])[C:13]([N:12]([CH:6]1[CH2:11][CH2:10][CH2:9][CH2:8][CH2:7]1)[CH3:22])=[N:15][CH:16]1[CH2:21][CH2:20][CH2:19][CH2:18][CH2:17]1)[CH2:24][CH2:25][CH3:26]. The yield is 0.970. (3) The reactants are [CH3:1][C:2]1[N:6]([CH:7]([C:12]([F:15])([F:14])[F:13])[C:8]([F:11])([F:10])[F:9])[N:5]=[CH:4][C:3]=1[C:16](Cl)=[O:17].[N:19]1[CH:24]=[CH:23][C:22]([NH2:25])=[CH:21][N:20]=1.C(N(CC)CC)C. The catalyst is C(Cl)Cl.C(OC(=O)C)C. The product is [N:19]1[CH:24]=[CH:23][C:22]([NH:25][C:16]([C:3]2[CH:4]=[N:5][N:6]([CH:7]([C:12]([F:15])([F:14])[F:13])[C:8]([F:11])([F:10])[F:9])[C:2]=2[CH3:1])=[O:17])=[CH:21][N:20]=1. The yield is 0.900.